This data is from Peptide-MHC class I binding affinity with 185,985 pairs from IEDB/IMGT. The task is: Regression. Given a peptide amino acid sequence and an MHC pseudo amino acid sequence, predict their binding affinity value. This is MHC class I binding data. The peptide sequence is AGFTAGLSY. The MHC is HLA-A23:01 with pseudo-sequence HLA-A23:01. The binding affinity (normalized) is 0.